This data is from Full USPTO retrosynthesis dataset with 1.9M reactions from patents (1976-2016). The task is: Predict the reactants needed to synthesize the given product. (1) Given the product [NH2:8][C:7]1[CH:11]=[CH:12][C:4]([N+:1]([O-:3])=[O:2])=[CH:5][C:6]=1[SH:10], predict the reactants needed to synthesize it. The reactants are: [N+:1]([C:4]1[CH:12]=[CH:11][C:7]2[N:8]=C[S:10][C:6]=2[CH:5]=1)([O-:3])=[O:2].NN. (2) The reactants are: Cl[CH2:2][C:3]1[CH:8]=[CH:7][C:6]([N+:9]([O-:11])=[O:10])=[CH:5][CH:4]=1.[NH:12]1[CH:16]=[CH:15][N:14]=[N:13]1.C(=O)([O-])[O-].[K+].[K+].CN(C=O)C. Given the product [N+:9]([C:6]1[CH:7]=[CH:8][C:3]([CH2:2][N:13]2[N:14]=[CH:15][CH:16]=[N:12]2)=[CH:4][CH:5]=1)([O-:11])=[O:10], predict the reactants needed to synthesize it. (3) Given the product [CH3:31][CH:28]1[CH2:29][CH2:30][CH:25]([N:22]2[CH2:23][CH2:24][N:19]([C:16]3[CH:17]=[CH:18][C:13]([C:11]4[S:12][C:8]([C:5]5[CH:6]=[CH:7][C:2]([C:32]([O:34][CH2:35][CH3:36])=[O:33])=[CH:3][CH:4]=5)=[N:9][N:10]=4)=[CH:14][CH:15]=3)[CH2:20][CH2:21]2)[CH2:26][CH2:27]1, predict the reactants needed to synthesize it. The reactants are: I[C:2]1[CH:7]=[CH:6][C:5]([C:8]2[S:12][C:11]([C:13]3[CH:18]=[CH:17][C:16]([N:19]4[CH2:24][CH2:23][N:22]([CH:25]5[CH2:30][CH2:29][CH:28]([CH3:31])[CH2:27][CH2:26]5)[CH2:21][CH2:20]4)=[CH:15][CH:14]=3)=[N:10][N:9]=2)=[CH:4][CH:3]=1.[CH:32]([O:34][CH2:35][CH3:36])=[O:33].C(O)C.[O-]CC.[Na+].C(OC(C)C)(C)C.